This data is from Peptide-MHC class II binding affinity with 134,281 pairs from IEDB. The task is: Regression. Given a peptide amino acid sequence and an MHC pseudo amino acid sequence, predict their binding affinity value. This is MHC class II binding data. (1) The peptide sequence is KLKFNSVIVNPSLNG. The MHC is DRB1_1101 with pseudo-sequence DRB1_1101. The binding affinity (normalized) is 0.685. (2) The peptide sequence is AETCPIFYDVFFAVA. The MHC is DRB1_1101 with pseudo-sequence DRB1_1101. The binding affinity (normalized) is 0.169. (3) The peptide sequence is LITAAAVTLWENGASSVW. The MHC is DRB5_0101 with pseudo-sequence DRB5_0101. The binding affinity (normalized) is 0.193. (4) The peptide sequence is KDVTFRNITGTSSTP. The binding affinity (normalized) is 0.405. The MHC is DRB1_1302 with pseudo-sequence DRB1_1302. (5) The peptide sequence is LEPVKCDTLLCDIGE. The MHC is DRB1_0301 with pseudo-sequence DRB1_0301. The binding affinity (normalized) is 0.414. (6) The peptide sequence is LHFSEALHIIAGTPE. The MHC is HLA-DQA10501-DQB10301 with pseudo-sequence HLA-DQA10501-DQB10301. The binding affinity (normalized) is 0.741. (7) The peptide sequence is NISGYNYSLSAAVKA. The MHC is DRB1_0901 with pseudo-sequence DRB1_0901. The binding affinity (normalized) is 0.943.